From a dataset of Forward reaction prediction with 1.9M reactions from USPTO patents (1976-2016). Predict the product of the given reaction. (1) The product is: [NH2:1][CH2:2][CH2:3][CH2:4][N:5]1[C:14]2[CH:13]=[CH:12][C:11]([CH2:15][CH3:16])=[CH:10][C:9]=2[C:8]2=[N:17][NH:18][C:19]([CH3:20])=[C:7]2[C:6]1=[O:21]. Given the reactants [NH2:1][CH2:2][CH2:3][CH2:4][N:5]1[C:14]2[CH:13]=[CH:12][C:11]([C:15]#[CH:16])=[CH:10][C:9]=2[C:8]2=[N:17][NH:18][C:19]([CH3:20])=[C:7]2[C:6]1=[O:21].CO.CCOC(C)=O.O, predict the reaction product. (2) Given the reactants C[O:2][C:3](=[O:17])[C:4]1[CH:9]=[C:8]([C:10]2[CH:11]=[N:12][CH:13]=[CH:14][CH:15]=2)[CH:7]=[C:6]([F:16])[CH:5]=1.[OH-].[Na+], predict the reaction product. The product is: [F:16][C:6]1[CH:5]=[C:4]([CH:9]=[C:8]([C:10]2[CH:11]=[N:12][CH:13]=[CH:14][CH:15]=2)[CH:7]=1)[C:3]([OH:17])=[O:2]. (3) Given the reactants Cl[C:2]1[C:3]2[CH2:11][N:10]([C:12]3[CH:19]=[CH:18][C:17]([CH3:20])=[CH:16][C:13]=3[C:14]#[N:15])[CH2:9][CH2:8][C:4]=2[N:5]=[CH:6][N:7]=1.[N:21]1[C:30]2[C:25](=[CH:26][CH:27]=[C:28]([CH2:31][NH2:32])[CH:29]=2)[CH:24]=[CH:23][CH:22]=1.C(N(CC)C(C)C)(C)C, predict the reaction product. The product is: [CH3:20][C:17]1[CH:18]=[CH:19][C:12]([N:10]2[CH2:9][CH2:8][C:4]3[N:5]=[CH:6][N:7]=[C:2]([NH:32][CH2:31][C:28]4[CH:29]=[C:30]5[C:25]([CH:24]=[CH:23][CH:22]=[N:21]5)=[CH:26][CH:27]=4)[C:3]=3[CH2:11]2)=[C:13]([CH:16]=1)[C:14]#[N:15]. (4) Given the reactants [F:1][C:2]([F:10])([F:9])[CH2:3][CH2:4][S:5](Cl)(=[O:7])=[O:6].[Cl:11][C:12]1[CH:17]=[C:16]([Cl:18])[CH:15]=[CH:14][C:13]=1[N:19]1[C:23]([C:24]2[CH:29]=[CH:28][C:27]([OH:30])=[CH:26][CH:25]=2)=[C:22]([CH3:31])[C:21]([C:32]([NH:34][CH:35]2[CH2:40][CH2:39][CH2:38][CH:37]([N:41]([CH3:43])[CH3:42])[CH2:36]2)=[O:33])=[N:20]1.O, predict the reaction product. The product is: [F:1][C:2]([F:10])([F:9])[CH2:3][CH2:4][S:5]([O:30][C:27]1[CH:26]=[CH:25][C:24]([C:23]2[N:19]([C:13]3[CH:14]=[CH:15][C:16]([Cl:18])=[CH:17][C:12]=3[Cl:11])[N:20]=[C:21]([C:32]([NH:34][CH:35]3[CH2:40][CH2:39][CH2:38][CH:37]([N:41]([CH3:43])[CH3:42])[CH2:36]3)=[O:33])[C:22]=2[CH3:31])=[CH:29][CH:28]=1)(=[O:7])=[O:6]. (5) Given the reactants [C:1]([O:5][C:6]([N:8]1[CH2:17][CH2:16][C:15]2[N:14]([CH2:18][C:19]3[CH:24]=[CH:23][C:22]([NH2:25])=[CH:21][CH:20]=3)[N:13]=[C:12]([C:26]3[CH:31]=[CH:30][CH:29]=[CH:28][CH:27]=3)[C:11]=2[CH2:10][CH2:9]1)=[O:7])([CH3:4])([CH3:3])[CH3:2].C(N(CC)CC)C.[CH3:39][S:40](Cl)(=[O:42])=[O:41], predict the reaction product. The product is: [C:1]([O:5][C:6]([N:8]1[CH2:17][CH2:16][C:15]2[N:14]([CH2:18][C:19]3[CH:20]=[CH:21][C:22]([NH:25][S:40]([CH3:39])(=[O:42])=[O:41])=[CH:23][CH:24]=3)[N:13]=[C:12]([C:26]3[CH:31]=[CH:30][CH:29]=[CH:28][CH:27]=3)[C:11]=2[CH2:10][CH2:9]1)=[O:7])([CH3:4])([CH3:2])[CH3:3]. (6) Given the reactants [CH3:1][O:2][C:3]([C:5]1[CH:10]=[CH:9][N:8]2[C:11](Br)=[CH:12][N:13]=[C:7]2[CH:6]=1)=[O:4].CC1(C)C(C)(C)OB([C:23]2[CH:24]=[C:25]([C:29]3[CH:33]=[CH:32][S:31][C:30]=3[C:34]#[N:35])[CH:26]=[CH:27][CH:28]=2)O1.C(=O)([O-])[O-].[Na+].[Na+], predict the reaction product. The product is: [NH3:8].[CH3:1][O:2][C:3]([C:5]1[CH:10]=[CH:9][N:8]2[C:11]([C:27]3[CH:28]=[CH:23][CH:24]=[C:25]([C:29]4[CH:33]=[CH:32][S:31][C:30]=4[C:34]#[N:35])[CH:26]=3)=[CH:12][N:13]=[C:7]2[CH:6]=1)=[O:4]. (7) Given the reactants Br[C:2]1[N:7]=[N:6][C:5]([NH2:8])=[N:4][C:3]=1[C:9]1[CH:14]=[CH:13][CH:12]=[C:11]([O:15][CH3:16])[CH:10]=1.[Cl:17][C:18]1[CH:19]=[C:20](B(O)O)[CH:21]=[CH:22][CH:23]=1, predict the reaction product. The product is: [Cl:17][C:18]1[CH:23]=[C:22]([C:2]2[N:7]=[N:6][C:5]([NH2:8])=[N:4][C:3]=2[C:9]2[CH:14]=[CH:13][CH:12]=[C:11]([O:15][CH3:16])[CH:10]=2)[CH:21]=[CH:20][CH:19]=1.